This data is from Reaction yield outcomes from USPTO patents with 853,638 reactions. The task is: Predict the reaction yield, written as a fraction of the theoretical maximum amount of product (1.0 means a 100% yield; for example, 0.34 means a 34% yield). (1) The reactants are [F:1][C:2]([F:18])([F:17])[C:3](=[O:16])[CH2:4][C:5]([CH3:15])([C:7]1[CH:12]=[CH:11][CH:10]=[CH:9][C:8]=1[S:13][CH3:14])[CH3:6].[OH2:19].I([O-])(=O)(=O)=[O:21].[Na+]. The catalyst is C(#N)C.C(OCC)C.[Ru](Cl)(Cl)Cl. The product is [F:18][C:2]([F:1])([F:17])[C:3](=[O:16])[CH2:4][C:5]([C:7]1[CH:12]=[CH:11][CH:10]=[CH:9][C:8]=1[S:13]([CH3:14])(=[O:21])=[O:19])([CH3:6])[CH3:15]. The yield is 0.900. (2) The reactants are [CH2:1]([C:8]1[N:9]=[N:10][C:11](Cl)=[C:12]([CH3:15])[C:13]=1[CH3:14])[C:2]1[CH:7]=[CH:6][CH:5]=[CH:4][CH:3]=1.CC1(C)C(C)(C)OB([C:25]2[CH2:30][CH2:29][N:28]([C:31]([O:33][C:34]([CH3:37])([CH3:36])[CH3:35])=[O:32])[CH2:27][CH:26]=2)O1.C(=O)([O-])[O-].[K+].[K+]. The catalyst is CN(C=O)C.C1C=CC([P]([Pd]([P](C2C=CC=CC=2)(C2C=CC=CC=2)C2C=CC=CC=2)([P](C2C=CC=CC=2)(C2C=CC=CC=2)C2C=CC=CC=2)[P](C2C=CC=CC=2)(C2C=CC=CC=2)C2C=CC=CC=2)(C2C=CC=CC=2)C2C=CC=CC=2)=CC=1. The product is [C:34]([O:33][C:31]([N:28]1[CH2:27][CH:26]=[C:25]([C:11]2[N:10]=[N:9][C:8]([CH2:1][C:2]3[CH:7]=[CH:6][CH:5]=[CH:4][CH:3]=3)=[C:13]([CH3:14])[C:12]=2[CH3:15])[CH2:30][CH2:29]1)=[O:32])([CH3:37])([CH3:35])[CH3:36]. The yield is 0.770. (3) The reactants are [Cl:1][C:2]1[CH:17]=[CH:16][C:5]2[NH:6][C:7]3[CH:15]=[CH:14][CH:13]=[CH:12][C:8]=3[C:9](=O)[NH:10][C:4]=2[CH:3]=1.O=P(Cl)(Cl)[Cl:20].C([O-])([O-])=O.[Na+].[Na+]. The catalyst is C1(C)C=CC=CC=1. The product is [Cl:1][C:2]1[CH:17]=[CH:16][C:5]2[NH:6][C:7]3[CH:15]=[CH:14][CH:13]=[CH:12][C:8]=3[C:9]([Cl:20])=[N:10][C:4]=2[CH:3]=1. The yield is 0.720. (4) The yield is 0.990. The product is [OH:2][CH2:1][C:3]1[CH:4]=[C:5]([CH:10]=[CH:11][C:12]=1[O:13][CH:14]([CH3:16])[CH3:15])[C:6]([O:8][CH3:9])=[O:7]. The reactants are [CH:1]([C:3]1[CH:4]=[C:5]([CH:10]=[CH:11][C:12]=1[O:13][CH:14]([CH3:16])[CH3:15])[C:6]([O:8][CH3:9])=[O:7])=[O:2].[Li+].[BH4-]. The catalyst is O1CCCC1. (5) The reactants are Cl.[Cl:2][C:3]1[CH:4]=[C:5]([C:8]2[N:12]=[C:11]([C@H:13]3[CH2:18][CH2:17][CH2:16][NH:15][CH2:14]3)[O:10][N:9]=2)[NH:6][CH:7]=1.[CH3:19][C:20]1[O:24][N:23]=[CH:22][C:21]=1[C:25](O)=[O:26]. No catalyst specified. The product is [Cl:2][C:3]1[CH:4]=[C:5]([C:8]2[N:12]=[C:11]([C@H:13]3[CH2:18][CH2:17][CH2:16][N:15]([C:25]([C:21]4[CH:22]=[N:23][O:24][C:20]=4[CH3:19])=[O:26])[CH2:14]3)[O:10][N:9]=2)[NH:6][CH:7]=1. The yield is 0.380. (6) The reactants are [F:1][C:2]1[CH:7]=[CH:6][C:5]([C:8]2[NH:9][CH:10]=[C:11]([CH2:19][OH:20])[C:12]=2[C:13]2[CH:18]=[CH:17][N:16]=[CH:15][CH:14]=2)=[CH:4][CH:3]=1. The catalyst is CS(C)=O.[O-2].[O-2].[Mn+4]. The product is [F:1][C:2]1[CH:3]=[CH:4][C:5]([C:8]2[NH:9][CH:10]=[C:11]([CH:19]=[O:20])[C:12]=2[C:13]2[CH:18]=[CH:17][N:16]=[CH:15][CH:14]=2)=[CH:6][CH:7]=1. The yield is 0.690.